Dataset: Peptide-MHC class I binding affinity with 185,985 pairs from IEDB/IMGT. Task: Regression. Given a peptide amino acid sequence and an MHC pseudo amino acid sequence, predict their binding affinity value. This is MHC class I binding data. (1) The peptide sequence is LSPRTLNAW. The MHC is Mamu-A01 with pseudo-sequence Mamu-A01. The binding affinity (normalized) is 0.638. (2) The peptide sequence is TTFVTPMLR. The MHC is HLA-A68:01 with pseudo-sequence HLA-A68:01. The binding affinity (normalized) is 0.877. (3) The peptide sequence is SRLKPSSFK. The MHC is HLA-A68:02 with pseudo-sequence HLA-A68:02. The binding affinity (normalized) is 0. (4) The peptide sequence is MEISSSWWF. The MHC is HLA-B40:02 with pseudo-sequence HLA-B40:02. The binding affinity (normalized) is 0.0887. (5) The peptide sequence is SIKSDVWAF. The MHC is HLA-B15:01 with pseudo-sequence HLA-B15:01. The binding affinity (normalized) is 0.680. (6) The peptide sequence is HQPQNGQFI. The MHC is H-2-Db with pseudo-sequence H-2-Db. The binding affinity (normalized) is 0.211. (7) The peptide sequence is YTSDYFISY. The MHC is HLA-A11:01 with pseudo-sequence HLA-A11:01. The binding affinity (normalized) is 0.532. (8) The peptide sequence is YTVKYMNL. The MHC is H-2-Db with pseudo-sequence H-2-Db. The binding affinity (normalized) is 0.